Dataset: Reaction yield outcomes from USPTO patents with 853,638 reactions. Task: Predict the reaction yield, written as a fraction of the theoretical maximum amount of product (1.0 means a 100% yield; for example, 0.34 means a 34% yield). The reactants are [CH2:1]([O:3][C:4](=[O:18])[CH2:5][CH:6]1[O:10][B:9]([OH:11])[C:8]2[CH:12]=[C:13]([OH:17])[CH:14]=[C:15]([CH3:16])[C:7]1=2)[CH3:2].C(=O)([O-])[O-].[Cs+].[Cs+].[Cl:25][C:26]1[N:31]=[C:30](Cl)[CH:29]=[CH:28][N:27]=1. The catalyst is CN(C=O)C. The product is [CH2:1]([O:3][C:4](=[O:18])[CH2:5][CH:6]1[O:10][B:9]([OH:11])[C:8]2[CH:12]=[C:13]([O:17][C:28]3[CH:29]=[CH:30][N:31]=[C:26]([Cl:25])[N:27]=3)[CH:14]=[C:15]([CH3:16])[C:7]1=2)[CH3:2]. The yield is 0.630.